From a dataset of Forward reaction prediction with 1.9M reactions from USPTO patents (1976-2016). Predict the product of the given reaction. (1) Given the reactants Cl[C:2]1[CH:7]=[C:6]([C:8]([F:11])([F:10])[F:9])[N:5]=[C:4]([C:12]2[CH:17]=[CH:16][CH:15]=[C:14]([Cl:18])[CH:13]=2)[N:3]=1.[NH2:19][C:20]1[CH:28]=[CH:27][C:23]([CH2:24][CH2:25][OH:26])=[CH:22][CH:21]=1, predict the reaction product. The product is: [Cl:18][C:14]1[CH:13]=[C:12]([C:4]2[N:3]=[C:2]([NH:19][C:20]3[CH:28]=[CH:27][C:23]([CH2:24][CH2:25][OH:26])=[CH:22][CH:21]=3)[CH:7]=[C:6]([C:8]([F:11])([F:10])[F:9])[N:5]=2)[CH:17]=[CH:16][CH:15]=1. (2) Given the reactants [N+:1](/[CH:4]=[CH:5]/[C:6]1[CH:11]=[CH:10][C:9]([Cl:12])=[CH:8][CH:7]=1)([O-:3])=[O:2].[Br:13][C:14]1[CH:22]=[C:21]2[C:17]([CH:18]=[CH:19][NH:20]2)=[CH:16][CH:15]=1, predict the reaction product. The product is: [Br:13][C:14]1[CH:22]=[C:21]2[C:17]([C:18]([CH:5]([C:6]3[CH:11]=[CH:10][C:9]([Cl:12])=[CH:8][CH:7]=3)[CH2:4][N+:1]([O-:3])=[O:2])=[CH:19][NH:20]2)=[CH:16][CH:15]=1. (3) The product is: [Br:1][C:2]1[N:3]([CH2:15][C:16]2[CH:17]=[CH:18][C:19]([O:22][CH3:23])=[CH:20][CH:21]=2)[C:4]([C:11]([O:13][CH3:14])=[O:12])=[C:5]([CH:7]=[O:8])[N:6]=1. Given the reactants [Br:1][C:2]1[N:3]([CH2:15][C:16]2[CH:21]=[CH:20][C:19]([O:22][CH3:23])=[CH:18][CH:17]=2)[C:4]([C:11]([O:13][CH3:14])=[O:12])=[C:5]([C:7](OC)=[O:8])[N:6]=1.CCCCCC.CCOC(C)=O, predict the reaction product. (4) Given the reactants [NH2:1][C:2]1[C:12](Br)=[C:11]([CH:14]=[O:15])[C:10]([C:16]([F:19])([F:18])[F:17])=[CH:9][C:3]=1[C:4]([O:6][CH2:7][CH3:8])=[O:5].N[C:21]1C=C(C=C)C(C(F)(F)F)=C[C:22]=1C(OCC)=O, predict the reaction product. The product is: [NH2:1][C:2]1[C:12]([CH:21]=[CH2:22])=[C:11]([CH:14]=[O:15])[C:10]([C:16]([F:19])([F:18])[F:17])=[CH:9][C:3]=1[C:4]([O:6][CH2:7][CH3:8])=[O:5]. (5) Given the reactants [CH2:1]([O:8][C:9]1([C:12]2[CH:17]=[CH:16][C:15]([C:18]#[C:19]C3C=CC(CC(OC)=O)=CC=3)=[CH:14][C:13]=2[CH3:31])[CH2:11][CH2:10]1)[C:2]1C=CC=CC=1.[C:32](=O)([O-])[O-].[K+].[K+], predict the reaction product. The product is: [C:18]([C:15]1[CH:16]=[CH:17][C:12]([C:9]2([O:8][CH:1]([CH3:2])[CH3:32])[CH2:10][CH2:11]2)=[C:13]([CH3:31])[CH:14]=1)#[CH:19]. (6) Given the reactants [F:1][C:2]1[CH:7]=[CH:6][C:5]([C:8]2[C:17]([N:18]3[CH2:22][CH2:21][CH2:20][C@@H:19]3[CH3:23])=[N:16][C:15]3[C:10](=[CH:11][CH:12]=[C:13]([C:24](O)=[O:25])[CH:14]=3)[N:9]=2)=[CH:4][CH:3]=1.[CH3:27][C:28]([NH2:31])([CH3:30])[CH3:29].C(N(CC)CC)C.C(P1(=O)OP(CCC)(=O)OP(CCC)(=O)O1)CC, predict the reaction product. The product is: [C:28]([NH:31][C:24]([C:13]1[CH:14]=[C:15]2[C:10](=[CH:11][CH:12]=1)[N:9]=[C:8]([C:5]1[CH:6]=[CH:7][C:2]([F:1])=[CH:3][CH:4]=1)[C:17]([N:18]1[CH2:22][CH2:21][CH2:20][C@@H:19]1[CH3:23])=[N:16]2)=[O:25])([CH3:30])([CH3:29])[CH3:27]. (7) The product is: [NH2:1][C:2]1[CH:7]=[CH:6][CH:5]=[CH:4][C:3]=1[NH:8][C:9](=[O:28])[C:10]1[CH:15]=[CH:14][C:13]([CH2:16][N:17]2[CH2:25][C:24]3[C:19](=[CH:20][CH:21]=[CH:22][C:23]=3[C:62]3[CH:63]=[N:64][CH:65]=[N:66][CH:67]=3)[C:18]2=[O:27])=[CH:12][CH:11]=1. Given the reactants [NH2:1][C:2]1[CH:7]=[CH:6][CH:5]=[CH:4][C:3]=1[NH:8][C:9](=[O:28])[C:10]1[CH:15]=[CH:14][C:13]([CH2:16][N:17]2[CH2:25][C:24]3[C:19](=[CH:20][CH:21]=[CH:22][C:23]=3Br)[C:18]2=[O:27])=[CH:12][CH:11]=1.NC1C=CC=CC=1NC(=O)C1C=CC(CN2CC3C(=CC(OC)=C(OC)C=3Br)C2=O)=CC=1.B(O)(O)[C:62]1[CH:67]=[N:66][CH:65]=[N:64][CH:63]=1, predict the reaction product. (8) Given the reactants [C:1]([C:4]1[C:9]([C:10]2[CH:15]=[CH:14][CH:13]=[CH:12][CH:11]=2)=[N:8][N:7]([CH2:16][CH3:17])[C:6](=[O:18])[C:5]=1[N+:19]([O-])=O)(=[O:3])[CH3:2].N[C:23]1[CH:24]=[C:25](C=C[C:31]=1[Cl:32])[C:26](O)=O.C([O:35][CH2:36][CH3:37])C.C([OH:40])C, predict the reaction product. The product is: [C:1]([C:4]1[C:9]([C:10]2[CH:15]=[CH:14][CH:13]=[CH:12][CH:11]=2)=[N:8][N:7]([CH2:16][CH3:17])[C:6](=[O:18])[C:5]=1[NH:19][C:23]1[C:31]([Cl:32])=[C:37]([CH:26]=[CH:25][CH:24]=1)[C:36]([OH:35])=[O:40])(=[O:3])[CH3:2]. (9) Given the reactants O[C:2]1[N:7]=[C:6]2[N:8]([CH3:12])[N:9]=[C:10]([CH3:11])[C:5]2=[CH:4][C:3]=1[C:13]#[N:14].O.C1(P(Cl)([Cl:24])=O)C=CC=CC=1, predict the reaction product. The product is: [Cl:24][C:2]1[N:7]=[C:6]2[N:8]([CH3:12])[N:9]=[C:10]([CH3:11])[C:5]2=[CH:4][C:3]=1[C:13]#[N:14]. (10) Given the reactants I[C:2]1[C:10]2[C:5](=[N:6][CH:7]=[N:8][C:9]=2[NH2:11])[N:4]([CH:12]([C:14]2[CH:15]=[C:16]3[N:21]([C:22]=2[C:23]2[CH:28]=[CH:27][C:26]([CH2:29][N:30]4[CH2:35][CH2:34][O:33][CH2:32][CH2:31]4)=[CH:25][CH:24]=2)[CH:20]=[CH:19][CH:18]=[CH:17]3)[CH3:13])[N:3]=1.[F:36][C:37]1[CH:38]=[C:39](B(O)O)[CH:40]=[C:41]([OH:43])[CH:42]=1.CCO.C([O-])([O-])=O.[Na+].[Na+], predict the reaction product. The product is: [NH2:11][C:9]1[N:8]=[CH:7][N:6]=[C:5]2[N:4]([CH:12]([C:14]3[CH:15]=[C:16]4[N:21]([C:22]=3[C:23]3[CH:24]=[CH:25][C:26]([CH2:29][N:30]5[CH2:31][CH2:32][O:33][CH2:34][CH2:35]5)=[CH:27][CH:28]=3)[CH:20]=[CH:19][CH:18]=[CH:17]4)[CH3:13])[N:3]=[C:2]([C:39]3[CH:40]=[C:41]([OH:43])[CH:42]=[C:37]([F:36])[CH:38]=3)[C:10]=12.